Dataset: Forward reaction prediction with 1.9M reactions from USPTO patents (1976-2016). Task: Predict the product of the given reaction. Given the reactants [CH3:1][C@H:2]([NH:10][CH3:11])[CH2:3][C:4]1[CH:5]=[CH:6][CH:7]=[CH:8][CH:9]=1.[CH2:12]([Cl:19])[C:13]1[CH:18]=[CH:17][CH:16]=[CH:15][CH:14]=1.C(=O)([O-])[O-].[Na+].[Na+].O, predict the reaction product. The product is: [CH3:1][C@H:2]([N:10]([CH2:12][C:13]1[CH:14]=[CH:15][CH:16]=[CH:17][CH:18]=1)[CH3:11])[CH2:3][C:4]1[CH:5]=[CH:6][CH:7]=[CH:8][CH:9]=1.[ClH:19].